From a dataset of TCR-epitope binding with 47,182 pairs between 192 epitopes and 23,139 TCRs. Binary Classification. Given a T-cell receptor sequence (or CDR3 region) and an epitope sequence, predict whether binding occurs between them. (1) Result: 1 (the TCR binds to the epitope). The TCR CDR3 sequence is CASSLYFGETQYF. The epitope is RQLLFVVEV. (2) The epitope is LVLSVNPYV. The TCR CDR3 sequence is CASSWRTRDNQPQHF. Result: 0 (the TCR does not bind to the epitope). (3) The epitope is RQLLFVVEV. The TCR CDR3 sequence is CASSPWDGVDLNSPLHF. Result: 1 (the TCR binds to the epitope). (4) The TCR CDR3 sequence is CASSLMESVWVEQFF. The epitope is KTSVDCTMYI. Result: 0 (the TCR does not bind to the epitope).